From a dataset of Full USPTO retrosynthesis dataset with 1.9M reactions from patents (1976-2016). Predict the reactants needed to synthesize the given product. (1) Given the product [CH3:17][C:18]([S@:21]([NH:23][CH:8]([C:6]1[CH:5]=[N:4][C:3]([O:11][CH2:12][C:13]([F:16])([F:15])[F:14])=[C:2]([CH3:1])[N:7]=1)[CH3:9])=[O:22])([CH3:20])[CH3:19], predict the reactants needed to synthesize it. The reactants are: [CH3:1][C:2]1[N:7]=[C:6]([C:8](=O)[CH3:9])[CH:5]=[N:4][C:3]=1[O:11][CH2:12][C:13]([F:16])([F:15])[F:14].[CH3:17][C:18]([S@:21]([NH2:23])=[O:22])([CH3:20])[CH3:19]. (2) The reactants are: [CH2:1]([N:8]1[CH2:12][CH:11]2[C:13](=O)[NH:14][C:15](=O)[CH:10]2[CH2:9]1)[C:2]1[CH:7]=[CH:6][CH:5]=[CH:4][CH:3]=1.[H-].[H-].[H-].[H-].[Li+].[Al+3]. Given the product [CH2:1]([N:8]1[CH2:9][CH:10]2[CH:11]([CH2:13][NH:14][CH2:15]2)[CH2:12]1)[C:2]1[CH:7]=[CH:6][CH:5]=[CH:4][CH:3]=1, predict the reactants needed to synthesize it. (3) Given the product [CH2:10]([C:13]1[CH:18]=[CH:17][C:16]([O:19][C:2]2[CH:9]=[CH:8][C:5]([CH:6]=[O:7])=[CH:4][CH:3]=2)=[CH:15][CH:14]=1)[CH:11]=[CH2:12], predict the reactants needed to synthesize it. The reactants are: F[C:2]1[CH:9]=[CH:8][C:5]([CH:6]=[O:7])=[CH:4][CH:3]=1.[CH2:10]([C:13]1[CH:18]=[CH:17][C:16]([OH:19])=[CH:15][CH:14]=1)[CH:11]=[CH2:12].C(=O)([O-])[O-].[K+].[K+]. (4) Given the product [CH3:17][O:18][CH2:19][C:20]([NH:1][C:2]1[C:10]([I:11])=[C:6]([C:7]([Cl:9])=[O:8])[C:5]([I:12])=[C:4]([C:3]=1[I:16])[C:13]([Cl:15])=[O:14])=[O:21], predict the reactants needed to synthesize it. The reactants are: [NH2:1][C:2]1[C:3]([I:16])=[C:4]([C:13]([Cl:15])=[O:14])[C:5]([I:12])=[C:6]([C:10]=1[I:11])[C:7]([Cl:9])=[O:8].[CH3:17][O:18][CH2:19][C:20](Cl)=[O:21]. (5) The reactants are: [OH:1][C:2]1[CH:11]=[CH:10][C:5]([C:6]([O:8][CH3:9])=[O:7])=[CH:4][C:3]=1[C:12]#[C:13][Si:14]([CH3:17])([CH3:16])[CH3:15].C(NC(C)C)(C)C. Given the product [CH3:16][Si:14]([CH3:15])([CH3:17])[C:13]1[O:1][C:2]2[CH:11]=[CH:10][C:5]([C:6]([O:8][CH3:9])=[O:7])=[CH:4][C:3]=2[CH:12]=1, predict the reactants needed to synthesize it. (6) The reactants are: [Cl:1][C:2]1[CH:3]=[C:4]([CH:22]=[CH:23][C:24]=1Cl)[CH:5]=[CH:6][C:7]1=[N:8][CH2:9][CH2:10][N:11]([CH2:18]C(O)=O)[C:12]2[CH:17]=[CH:16][CH:15]=[CH:14][C:13]1=2.Cl.[CH3:27]N(C)CCCN=C=NCC.[OH2:38].ON1C2C=CC=CC=2N=N1.[CH3:49][O:50][C:51]1[CH:58]=[CH:57][C:54]([CH2:55][NH2:56])=[CH:53][CH:52]=1. Given the product [ClH:1].[CH3:18][N:11]1[C:12]2[CH:17]=[CH:16][CH:15]=[CH:14][C:13]=2[C:7](/[CH:6]=[CH:5]/[C:4]2[CH:22]=[CH:23][C:24]([C:27]([NH:56][CH2:55][C:54]3[CH:57]=[CH:58][C:51]([O:50][CH3:49])=[CH:52][CH:53]=3)=[O:38])=[CH:2][CH:3]=2)=[N:8][CH2:9][CH2:10]1, predict the reactants needed to synthesize it.